From a dataset of Full USPTO retrosynthesis dataset with 1.9M reactions from patents (1976-2016). Predict the reactants needed to synthesize the given product. (1) Given the product [Cl:15][C:16]1[CH:23]=[CH:22][C:19]([CH2:20][CH:2]([C:3](=[O:4])[CH3:5])[C:1]([O:7][CH2:8][C:9]2[CH:10]=[CH:11][CH:12]=[CH:13][CH:14]=2)=[O:6])=[CH:18][CH:17]=1, predict the reactants needed to synthesize it. The reactants are: [C:1]([O:7][CH2:8][C:9]1[CH:14]=[CH:13][CH:12]=[CH:11][CH:10]=1)(=[O:6])[CH2:2][C:3]([CH3:5])=[O:4].[Cl:15][C:16]1[CH:23]=[CH:22][C:19]([CH2:20]Br)=[CH:18][CH:17]=1.C[Si](C)(C)[N-][Si](C)(C)C.[Na+]. (2) Given the product [CH3:8][C:9]1([CH3:23])[CH2:18][C:17]2[C:12](=[CH:13][CH:14]=[C:15]([S:20][CH3:21])[CH:16]=2)[NH:11][C:10]1=[O:22], predict the reactants needed to synthesize it. The reactants are: C([SiH](CC)CC)C.[CH3:8][C:9]1([CH3:23])[C:18](=O)[C:17]2[C:12](=[CH:13][CH:14]=[C:15]([S:20][CH3:21])[CH:16]=2)[NH:11][C:10]1=[O:22].C(=O)([O-])[O-].[K+].[K+]. (3) The reactants are: [OH:1][C:2]1[CH:9]=[CH:8][C:5]([CH2:6][OH:7])=[CH:4][CH:3]=1.C([O-])([O-])=O.[K+].[K+].Br[CH2:17][CH2:18][CH2:19][C:20]([O:22][CH3:23])=[O:21]. Given the product [OH:7][CH2:6][C:5]1[CH:8]=[CH:9][C:2]([O:1][CH2:17][CH2:18][CH2:19][C:20]([O:22][CH3:23])=[O:21])=[CH:3][CH:4]=1, predict the reactants needed to synthesize it. (4) Given the product [C:14]([C:11]1[CH:12]=[CH:13][C:8]([C:7]([NH:6][CH:4]([CH3:5])[C:3]([OH:19])=[O:2])=[O:18])=[CH:9][CH:10]=1)([CH3:16])([CH3:15])[CH3:17], predict the reactants needed to synthesize it. The reactants are: C[O:2][C:3](=[O:19])[CH:4]([NH:6][C:7](=[O:18])[C:8]1[CH:13]=[CH:12][C:11]([C:14]([CH3:17])([CH3:16])[CH3:15])=[CH:10][CH:9]=1)[CH3:5].[OH-].[Na+].Cl. (5) Given the product [OH:35][C:27]1[C:26]([CH:2]2[C:10]3[CH:9]=[C:8]4[O:11][CH2:12][CH2:13][O:14][C:7]4=[CH:6][C:5]=3[N:4]([CH2:15][C:16]3[O:17][C:18]([C:21]([F:24])([F:23])[F:22])=[CH:19][CH:20]=3)[C:3]2=[O:25])=[CH:34][C:30]2[CH2:31][CH2:32][O:33][C:29]=2[CH:28]=1, predict the reactants needed to synthesize it. The reactants are: O[C:2]1([C:26]2[C:27]([OH:35])=[CH:28][C:29]3[O:33][CH2:32][CH2:31][C:30]=3[CH:34]=2)[C:10]2[CH:9]=[C:8]3[O:11][CH2:12][CH2:13][O:14][C:7]3=[CH:6][C:5]=2[N:4]([CH2:15][C:16]2[O:17][C:18]([C:21]([F:24])([F:23])[F:22])=[CH:19][CH:20]=2)[C:3]1=[O:25].C([SiH](CC)CC)C.FC(F)(F)C(O)=O. (6) Given the product [P:2]([O:14][CH2:41][Cl:40])([O:4][C:5]([CH3:7])([CH3:8])[CH3:6])([O:9][C:10]([CH3:13])([CH3:12])[CH3:11])=[O:3], predict the reactants needed to synthesize it. The reactants are: [K+].[P:2]([O-:14])([O:9][C:10]([CH3:13])([CH3:12])[CH3:11])([O:4][C:5]([CH3:8])([CH3:7])[CH3:6])=[O:3].Cl.[OH-].C[N+](C)(C)C.C(OP([O-])(OC(C)(C)C)=O)(C)(C)C.C[N+](C)(C)C.[Cl:40][CH2:41]I. (7) Given the product [F:1][C:2]1[C:7]([CH2:8][CH2:9][OH:10])=[CH:6][C:5]([C:15]2[S:16][CH:17]=[C:13]([CH3:12])[CH:14]=2)=[CH:4][N:3]=1, predict the reactants needed to synthesize it. The reactants are: [F:1][C:2]1[C:7]([CH2:8][CH2:9][OH:10])=[CH:6][C:5](I)=[CH:4][N:3]=1.[CH3:12][C:13]1[CH:14]=[C:15](B(O)O)[S:16][CH:17]=1.C(=O)([O-])[O-].[K+].[K+]. (8) Given the product [CH2:30]([N:33]1[C:37]([CH2:38][S@@:39]([C:41]2[CH:42]=[CH:43][C:44]([NH2:45])=[CH:46][CH:47]=2)=[O:40])=[CH:36][N:35]=[CH:34]1)[CH2:31][CH3:32], predict the reactants needed to synthesize it. The reactants are: O.C1(C)C=CC(C([C@](C(O)=O)(O)[C@](C(C2C=CC(C)=CC=2)=O)(O)C(O)=O)=O)=CC=1.[CH2:30]([N:33]1[C:37]([CH2:38][S@@:39]([C:41]2[CH:47]=[CH:46][C:44]([NH2:45])=[CH:43][CH:42]=2)=[O:40])=[CH:36][N:35]=[CH:34]1)[CH2:31][CH3:32]. (9) Given the product [F:1][C:2]1[CH:3]=[CH:4][C:5]([C:6]([NH:8][C:9]2([C:15]([NH:17][CH:18]3[CH2:23][CH2:22][N:21]([C:24]4[CH:29]=[CH:28][CH:27]=[CH:26][C:25]=4[NH:31][C:35](=[O:44])[CH2:36][CH2:37][C:38]4[CH:43]=[CH:42][CH:41]=[CH:40][CH:39]=4)[CH2:20][C:19]3=[O:32])=[O:16])[CH2:14][CH2:13][CH2:12][CH2:11][CH2:10]2)=[O:7])=[CH:33][CH:34]=1, predict the reactants needed to synthesize it. The reactants are: [F:1][C:2]1[CH:34]=[CH:33][C:5]([C:6]([NH:8][C:9]2([C:15]([NH:17][CH:18]3[CH2:23][CH2:22][N:21]([C:24]4[CH:29]=[CH:28][C:27](F)=[CH:26][C:25]=4[NH2:31])[CH2:20][CH:19]3[OH:32])=[O:16])[CH2:14][CH2:13][CH2:12][CH2:11][CH2:10]2)=[O:7])=[CH:4][CH:3]=1.[C:35](Cl)(=[O:44])[CH2:36][CH2:37][C:38]1[CH:43]=[CH:42][CH:41]=[CH:40][CH:39]=1.